From a dataset of Full USPTO retrosynthesis dataset with 1.9M reactions from patents (1976-2016). Predict the reactants needed to synthesize the given product. (1) Given the product [F:1][C:2]1[CH:7]=[CH:6][CH:5]=[CH:4][C:3]=1[C@H:8]1[CH2:9][O:10][C@@H:11]([CH3:14])[CH2:12][N:13]1[C:16]1[N:17]=[CH:18][C:19]2[O:20][CH2:21][C:22](=[O:26])[NH:23][C:24]=2[N:25]=1, predict the reactants needed to synthesize it. The reactants are: [F:1][C:2]1[CH:7]=[CH:6][CH:5]=[CH:4][C:3]=1[C@H:8]1[NH:13][CH2:12][C@@H:11]([CH3:14])[O:10][CH2:9]1.Cl[C:16]1[N:17]=[CH:18][C:19]2[O:20][CH2:21][C:22](=[O:26])[NH:23][C:24]=2[N:25]=1. (2) Given the product [Br:1][C:2]1[CH:11]=[CH:10][C:9]2[O:8][C:7]3([CH3:12])[CH2:13][CH2:14][O:15][CH:6]3[C:5](=[O:23])[C:4]=2[CH:3]=1, predict the reactants needed to synthesize it. The reactants are: [Br:1][C:2]1[CH:3]=[C:4]2[C:9](=[CH:10][CH:11]=1)[O:8][C:7]([CH2:13][CH2:14][O:15][Si](C(C)(C)C)(C)C)([CH3:12])[CH2:6][C:5]2=[O:23].CC1C=CC(S(OI(O)C2C=CC=CC=2)(=O)=O)=CC=1. (3) The reactants are: C(=O)([O-])[O-].[Na+].[Na+].C([O-])(=O)C.[K+].Cl[C:13]1[N:14]=[C:15]([N:27]2[CH2:32][CH2:31][O:30][CH2:29][C@@H:28]2[CH3:33])[C:16]2[CH2:21][O:20][C:19]([CH2:23][CH2:24][O:25][CH3:26])([CH3:22])[C:17]=2[N:18]=1.CC1(C)C(C)(C)OB([C:42]2[CH:43]=[CH:44][C:45]3[O:49][C:48]([NH2:50])=[N:47][C:46]=3[CH:51]=2)O1.C(#N)C.O. Given the product [CH3:26][O:25][CH2:24][CH2:23][C:19]1([CH3:22])[C:17]2[N:18]=[C:13]([C:42]3[CH:43]=[CH:44][C:45]4[O:49][C:48]([NH2:50])=[N:47][C:46]=4[CH:51]=3)[N:14]=[C:15]([N:27]3[CH2:32][CH2:31][O:30][CH2:29][C@@H:28]3[CH3:33])[C:16]=2[CH2:21][O:20]1, predict the reactants needed to synthesize it. (4) Given the product [Cl:14][C:15]1[CH:16]=[CH:17][C:18]([C:22]([O:24][CH2:25][CH3:26])=[O:23])=[N:19][C:20]=1[OH:4], predict the reactants needed to synthesize it. The reactants are: FC(F)(F)C(OC(=O)C(F)(F)F)=[O:4].[Cl:14][C:15]1[CH:20]=[N+:19]([O-])[C:18]([C:22]([O:24][CH2:25][CH3:26])=[O:23])=[CH:17][CH:16]=1.O.C(=O)(O)[O-].[Na+]. (5) Given the product [F:13][C:2]([F:1])([F:14])[C:3]1[C:11]2[C:6](=[N:7][CH:8]=[CH:9][CH:10]=2)[NH:5][CH:4]=1, predict the reactants needed to synthesize it. The reactants are: [F:1][C:2]([F:14])([F:13])[C:3]1(O)[C:11]2[C:6](=[N:7][CH:8]=[CH:9][CH:10]=2)[NH:5][CH2:4]1.N1C=CC=CC=1.S(Cl)(Cl)=O.[OH-].[Na+]. (6) Given the product [C:12]([NH:16][C:17]([NH:1][CH:2]([C:5]1[CH:10]=[CH:9][CH:8]=[C:7]([Br:11])[CH:6]=1)[CH2:3][OH:4])=[S:18])([CH3:15])([CH3:14])[CH3:13], predict the reactants needed to synthesize it. The reactants are: [NH2:1][CH:2]([C:5]1[CH:10]=[CH:9][CH:8]=[C:7]([Br:11])[CH:6]=1)[CH2:3][OH:4].[C:12]([N:16]=[C:17]=[S:18])([CH3:15])([CH3:14])[CH3:13]. (7) The reactants are: [F:1][C:2]1[CH:30]=[CH:29][C:5]([CH2:6][N:7]([C:17]2[S:21][C:20]3[CH:22]=[CH:23][CH:24]=[CH:25][C:19]=3[C:18]=2C(O)=O)[S:8]([C:11]2[CH:16]=[CH:15][CH:14]=[CH:13][CH:12]=2)(=[O:10])=[O:9])=[CH:4][C:3]=1[C:31]([F:34])([F:33])[F:32].C([N:38]([CH:41](C)C)CC)(C)C.C1C=CC(P(N=[N+]=[N-])(C2C=CC=CC=2)=[O:51])=CC=1.[C:61]([OH:65])([CH3:64])([CH3:63])[CH3:62]. Given the product [C:61]([O:65][C:41](=[O:51])[NH:38][C:18]1[C:19]2[CH:25]=[CH:24][CH:23]=[CH:22][C:20]=2[S:21][C:17]=1[N:7]([S:8]([C:11]1[CH:12]=[CH:13][CH:14]=[CH:15][CH:16]=1)(=[O:10])=[O:9])[CH2:6][C:5]1[CH:29]=[CH:30][C:2]([F:1])=[C:3]([C:31]([F:34])([F:33])[F:32])[CH:4]=1)([CH3:64])([CH3:63])[CH3:62], predict the reactants needed to synthesize it. (8) Given the product [Cl:1][C:2]1[CH:31]=[CH:30][CH:29]=[C:28]([C:32]([F:35])([F:34])[F:33])[C:3]=1[C:4]([N:6]1[C:14]2[C:9](=[C:10]([F:15])[CH:11]=[CH:12][CH:13]=2)[C:8]([N:16]2[CH2:21][CH2:20][CH:19]([C:22]([OH:24])=[O:23])[CH:18]([OH:27])[CH2:17]2)=[N:7]1)=[O:5], predict the reactants needed to synthesize it. The reactants are: [Cl:1][C:2]1[CH:31]=[CH:30][CH:29]=[C:28]([C:32]([F:35])([F:34])[F:33])[C:3]=1[C:4]([N:6]1[C:14]2[C:9](=[C:10]([F:15])[CH:11]=[CH:12][CH:13]=2)[C:8]([N:16]2[CH2:21][CH2:20][CH:19]([C:22]([O:24]CC)=[O:23])[CH:18]([OH:27])[CH2:17]2)=[N:7]1)=[O:5].CO.[OH-].[Li+].Cl. (9) Given the product [Br:27][C:28]1[N:33]=[C:32]([C:34]([NH:1][C:2]2[CH:3]=[N:4][CH:5]=[CH:6][C:7]=2[C@H:8]2[CH2:13][C@@H:12]([N:14]3[C:15](=[O:24])[C:16]4[C:21](=[CH:20][CH:19]=[CH:18][CH:17]=4)[C:22]3=[O:23])[CH2:11][C:10]([CH3:26])([CH3:25])[CH2:9]2)=[O:35])[CH:31]=[CH:30][C:29]=1[F:37], predict the reactants needed to synthesize it. The reactants are: [NH2:1][C:2]1[CH:3]=[N:4][CH:5]=[CH:6][C:7]=1[C@H:8]1[CH2:13][C@@H:12]([N:14]2[C:22](=[O:23])[C:21]3[C:16](=[CH:17][CH:18]=[CH:19][CH:20]=3)[C:15]2=[O:24])[CH2:11][C:10]([CH3:26])([CH3:25])[CH2:9]1.[Br:27][C:28]1[N:33]=[C:32]([C:34](O)=[O:35])[CH:31]=[CH:30][C:29]=1[F:37].